From a dataset of Full USPTO retrosynthesis dataset with 1.9M reactions from patents (1976-2016). Predict the reactants needed to synthesize the given product. Given the product [C:30]([OH:37])(=[O:36])[CH2:31][CH2:32][C:33]([OH:35])=[O:34].[Cl:1][C:2]1[S:6][C:5](/[CH:7]=[CH:8]/[S:9]([NH:12][C@H:13]2[CH2:17][CH2:16][N:15]([C:18]3[CH:19]=[CH:20][C:21]4[CH2:27][NH:26][CH2:25][CH2:24][CH2:23][C:22]=4[CH:28]=3)[C:14]2=[O:29])(=[O:10])=[O:11])=[CH:4][CH:3]=1.[Cl:1][C:2]1[S:6][C:5](/[CH:7]=[CH:8]/[S:9]([NH:12][C@H:13]2[CH2:17][CH2:16][N:15]([C:18]3[CH:19]=[CH:20][C:21]4[CH2:27][NH:26][CH2:25][CH2:24][CH2:23][C:22]=4[CH:28]=3)[C:14]2=[O:29])(=[O:10])=[O:11])=[CH:4][CH:3]=1, predict the reactants needed to synthesize it. The reactants are: [Cl:1][C:2]1[S:6][C:5](/[CH:7]=[CH:8]/[S:9]([NH:12][C@H:13]2[CH2:17][CH2:16][N:15]([C:18]3[CH:19]=[CH:20][C:21]4[CH2:27][NH:26][CH2:25][CH2:24][CH2:23][C:22]=4[CH:28]=3)[C:14]2=[O:29])(=[O:11])=[O:10])=[CH:4][CH:3]=1.[C:30]([OH:37])(=[O:36])[CH2:31][CH2:32][C:33]([OH:35])=[O:34].